This data is from Reaction yield outcomes from USPTO patents with 853,638 reactions. The task is: Predict the reaction yield, written as a fraction of the theoretical maximum amount of product (1.0 means a 100% yield; for example, 0.34 means a 34% yield). The reactants are [F:1][C:2]([F:15])([F:14])[O:3][C:4]1[CH:5]=[CH:6][C:7]([C:10]([O:12]C)=[O:11])=[N:8][CH:9]=1.[OH-].[K+:17].CO. The catalyst is O. The product is [F:15][C:2]([F:1])([F:14])[O:3][C:4]1[CH:5]=[CH:6][C:7]([C:10]([O-:12])=[O:11])=[N:8][CH:9]=1.[K+:17]. The yield is 1.00.